From a dataset of Full USPTO retrosynthesis dataset with 1.9M reactions from patents (1976-2016). Predict the reactants needed to synthesize the given product. (1) Given the product [OH:1][CH2:2][C:3]([N:41]1[CH2:42][C@@H:38]([N:36]2[CH:37]=[C:33]([C:18]3[CH:17]=[C:16]([CH3:15])[CH:21]=[C:20]([NH:22][C:23]4[CH:28]=[C:27]([C:29]([F:30])([F:32])[F:31])[CH:26]=[CH:25][N:24]=4)[N:19]=3)[N:34]=[N:35]2)[C@H:39]([OH:43])[CH2:40]1)=[O:5], predict the reactants needed to synthesize it. The reactants are: [OH:1][CH2:2][C:3]([OH:5])=O.CCN(C(C)C)C(C)C.[CH3:15][C:16]1[CH:21]=[C:20]([NH:22][C:23]2[CH:28]=[C:27]([C:29]([F:32])([F:31])[F:30])[CH:26]=[CH:25][N:24]=2)[N:19]=[C:18]([C:33]2[N:34]=[N:35][N:36]([C@@H:38]3[CH2:42][NH:41][CH2:40][C@H:39]3[OH:43])[CH:37]=2)[CH:17]=1.CN(C(ON1N=NC2C=CC=NC1=2)=[N+](C)C)C.F[P-](F)(F)(F)(F)F. (2) Given the product [Br:2][CH2:24][CH2:23][CH2:22][CH:17]1[CH2:18][CH2:19][CH2:20][CH2:21][N:16]1[S:13]([C:7]1[C:8]([CH3:12])=[CH:9][CH:10]=[CH:11][C:6]=1[Cl:5])(=[O:15])=[O:14], predict the reactants needed to synthesize it. The reactants are: P(Br)(Br)[Br:2].[Cl:5][C:6]1[CH:11]=[CH:10][CH:9]=[C:8]([CH3:12])[C:7]=1[S:13]([N:16]1[CH2:21][CH2:20][CH2:19][CH2:18][CH:17]1[CH2:22][CH2:23][CH2:24]O)(=[O:15])=[O:14]. (3) Given the product [C:19]([N:9]1[C@@H:8]([CH2:1][C:2]2[CH:3]=[CH:4][CH:5]=[CH:6][CH:7]=2)[CH2:12][O:11][C:10]1=[O:13])(=[O:28])[CH2:20][CH2:21][CH2:22][CH2:23][CH3:24], predict the reactants needed to synthesize it. The reactants are: [CH2:1]([C@H:8]1[CH2:12][O:11][C:10](=[O:13])[NH:9]1)[C:2]1[CH:7]=[CH:6][CH:5]=[CH:4][CH:3]=1.[Li]CCCC.[CH3:19][CH2:20][CH2:21][CH2:22][CH2:23][CH3:24].C1C[O:28]CC1. (4) The reactants are: [Cl:1][C:2]1[CH:7]=[CH:6][CH:5]=[CH:4][C:3]=1[C:8]1[C:9]2[CH:21]=[CH:20][C:19](=[O:22])[N:18]([C:23]3[CH:28]=[CH:27][CH:26]=[CH:25][C:24]=3[Cl:29])[C:10]=2[N:11]=[C:12](S(C)(=O)=O)[N:13]=1.[NH2:30][CH2:31][C:32]([O:34][CH2:35][CH3:36])=[O:33]. Given the product [CH2:35]([O:34][C:32](=[O:33])[CH2:31][NH:30][C:12]1[N:13]=[C:8]([C:3]2[CH:4]=[CH:5][CH:6]=[CH:7][C:2]=2[Cl:1])[C:9]2[CH:21]=[CH:20][C:19](=[O:22])[N:18]([C:23]3[CH:28]=[CH:27][CH:26]=[CH:25][C:24]=3[Cl:29])[C:10]=2[N:11]=1)[CH3:36], predict the reactants needed to synthesize it.